This data is from Full USPTO retrosynthesis dataset with 1.9M reactions from patents (1976-2016). The task is: Predict the reactants needed to synthesize the given product. (1) Given the product [Cl:13][CH:8]([C:7]1[CH:6]=[CH:5][N:4]=[CH:3][C:2]=1[F:1])[CH3:9], predict the reactants needed to synthesize it. The reactants are: [F:1][C:2]1[CH:3]=[N:4][CH:5]=[CH:6][C:7]=1[CH:8](O)[CH3:9].S(Cl)([Cl:13])=O.C(=O)(O)[O-].[Na+]. (2) Given the product [OH:21][CH2:20][C:19]([C:29]1[CH:33]=[C:32]([NH:34][C:35]([C@@H:37]2[CH2:40][CH2:39][N:38]2[C:41]2[C:46]([Cl:47])=[CH:45][C:44]([C:48]([F:51])([F:50])[F:49])=[CH:43][N:42]=2)=[O:36])[O:31][N:30]=1)([CH3:28])[CH3:18], predict the reactants needed to synthesize it. The reactants are: C1(C)C=CC(S([O-])(=O)=O)=CC=1.[NH+]1C=CC=CC=1.[CH3:18][C:19]([C:29]1[CH:33]=[C:32]([NH:34][C:35]([C@@H:37]2[CH2:40][CH2:39][N:38]2[C:41]2[C:46]([Cl:47])=[CH:45][C:44]([C:48]([F:51])([F:50])[F:49])=[CH:43][N:42]=2)=[O:36])[O:31][N:30]=1)([CH3:28])[CH2:20][O:21]C1CCCCO1. (3) Given the product [C:1]1([CH3:12])[CH:6]=[CH:5][CH:4]=[CH:3][C:2]=1[C:7]1([CH2:10][NH2:11])[CH2:8][CH2:9]1, predict the reactants needed to synthesize it. The reactants are: [C:1]1([CH3:12])[CH:6]=[CH:5][CH:4]=[CH:3][C:2]=1[C:7]1([C:10]#[N:11])[CH2:9][CH2:8]1.N.[H][H].